Dataset: Reaction yield outcomes from USPTO patents with 853,638 reactions. Task: Predict the reaction yield, written as a fraction of the theoretical maximum amount of product (1.0 means a 100% yield; for example, 0.34 means a 34% yield). (1) The catalyst is C1COCC1. The reactants are Br[C:2]1[CH:7]=[CH:6][CH:5]=[CH:4][C:3]=1[CH:8]([C:10]1[CH:15]=[CH:14][C:13]([N:16]([CH3:18])[CH3:17])=[CH:12][CH:11]=1)[OH:9].[Li]CCCC.[SiH:24](Cl)([CH3:26])[CH3:25]. The product is [CH3:25][Si:24]1([CH3:26])[C:2]2[CH:7]=[CH:6][CH:5]=[CH:4][C:3]=2[CH:8]([C:10]2[CH:15]=[CH:14][C:13]([N:16]([CH3:18])[CH3:17])=[CH:12][CH:11]=2)[O:9]1. The yield is 0.370. (2) The reactants are [CH3:1][C:2]1[CH:3]=[CH:4][C:5]([N+:22]([O-])=O)=[C:6]([NH:8][CH:9]2[CH2:14][CH2:13][N:12]([C:15]([O:17][C:18]([CH3:21])([CH3:20])[CH3:19])=[O:16])[CH2:11][CH2:10]2)[CH:7]=1. The catalyst is C(O)C.[Pd]. The product is [NH2:22][C:5]1[CH:4]=[CH:3][C:2]([CH3:1])=[CH:7][C:6]=1[NH:8][CH:9]1[CH2:14][CH2:13][N:12]([C:15]([O:17][C:18]([CH3:21])([CH3:20])[CH3:19])=[O:16])[CH2:11][CH2:10]1. The yield is 0.930. (3) The reactants are [C:1]([O:6][CH2:7][CH3:8])(=[O:5])[C@H:2]([CH3:4])[OH:3].N1C=CN=C1.[Si:14](Cl)([C:17]([CH3:20])([CH3:19])[CH3:18])([CH3:16])[CH3:15]. The catalyst is CN(C=O)C.O. The product is [Si:14]([O:3][C@@H:2]([CH3:4])[C:1]([O:6][CH2:7][CH3:8])=[O:5])([C:17]([CH3:20])([CH3:19])[CH3:18])([CH3:16])[CH3:15]. The yield is 0.950. (4) The reactants are C[O:2][C:3]1[CH:4]=[C:5]2[C:10](=[CH:11][CH:12]=1)[N:9]=[C:8]([C:13]1[CH:18]=[CH:17][CH:16]=[C:15]([N+:19]([O-:21])=[O:20])[CH:14]=1)[NH:7][C:6]2=[O:22].B(Br)(Br)Br.C([O-])(O)=O.[Na+]. The catalyst is C(Cl)Cl. The product is [OH:2][C:3]1[CH:4]=[C:5]2[C:10](=[CH:11][CH:12]=1)[N:9]=[C:8]([C:13]1[CH:18]=[CH:17][CH:16]=[C:15]([N+:19]([O-:21])=[O:20])[CH:14]=1)[NH:7][C:6]2=[O:22]. The yield is 0.800. (5) The reactants are [C:1]([O:5][C:6]([N:8]1[CH2:13][CH2:12][C:11]([CH:18]2[CH2:23][CH2:22][CH2:21][CH2:20][CH2:19]2)([CH2:14][CH2:15][CH:16]=O)[CH2:10][CH2:9]1)=[O:7])([CH3:4])([CH3:3])[CH3:2].S([CH2:34][N+:35]#[C-:36])(C1C=CC(C)=CC=1)(=O)=O.[C-]#[N:38].[Na+]. The catalyst is C(O)C. The product is [C:1]([O:5][C:6]([N:8]1[CH2:13][CH2:12][C:11]([CH:18]2[CH2:23][CH2:22][CH2:21][CH2:20][CH2:19]2)([CH2:14][CH2:15][C:16]2[NH:38][CH:34]=[N:35][CH:36]=2)[CH2:10][CH2:9]1)=[O:7])([CH3:4])([CH3:3])[CH3:2]. The yield is 0.420. (6) The reactants are [CH:1]1([CH2:4][O:5][NH:6][C:7]([C:9]2[C:22]([NH:23][C:24]3[CH:29]=[CH:28][C:27]([I:30])=[CH:26][C:25]=3[Cl:31])=[C:21]([F:32])[C:12]3[N:13]=[CH:14][N:15]([CH2:16][CH2:17][CH2:18][CH2:19]Cl)[C:11]=3[CH:10]=2)=[O:8])[CH2:3][CH2:2]1.[Na+].[I-].[NH:35]1[CH2:40][CH2:39][O:38][CH2:37][CH2:36]1. The catalyst is CN(C=O)C. The product is [CH:1]1([CH2:4][O:5][NH:6][C:7]([C:9]2[C:22]([NH:23][C:24]3[CH:29]=[CH:28][C:27]([I:30])=[CH:26][C:25]=3[Cl:31])=[C:21]([F:32])[C:12]3[N:13]=[CH:14][N:15]([CH2:16][CH2:17][CH2:18][CH2:19][N:35]4[CH2:40][CH2:39][O:38][CH2:37][CH2:36]4)[C:11]=3[CH:10]=2)=[O:8])[CH2:2][CH2:3]1. The yield is 0.660. (7) The reactants are [C:1]([O:5][C:6](=[O:26])[NH:7][C@@H:8]1[CH2:13][CH2:12][CH2:11][C@@H:10]([S:14][CH2:15][C:16]2[C:21]([CH3:22])=[CH:20][C:19]([CH3:23])=[CH:18][C:17]=2[CH3:24])[C@@H:9]1[OH:25])([CH3:4])([CH3:3])[CH3:2].[Si:27](Cl)([C:30]([CH3:33])([CH3:32])[CH3:31])([CH3:29])[CH3:28].N1C=CN=C1. The catalyst is CN(C)C=O. The product is [C:1]([O:5][C:6](=[O:26])[NH:7][C@@H:8]1[CH2:13][CH2:12][CH2:11][C@@H:10]([S:14][CH2:15][C:16]2[C:17]([CH3:24])=[CH:18][C:19]([CH3:23])=[CH:20][C:21]=2[CH3:22])[C@@H:9]1[O:25][Si:27]([C:30]([CH3:33])([CH3:32])[CH3:31])([CH3:29])[CH3:28])([CH3:4])([CH3:2])[CH3:3]. The yield is 0.940.